This data is from Reaction yield outcomes from USPTO patents with 853,638 reactions. The task is: Predict the reaction yield, written as a fraction of the theoretical maximum amount of product (1.0 means a 100% yield; for example, 0.34 means a 34% yield). (1) The reactants are [Cl:1][C:2]1[C:3]([O:12][C:13]2[CH:18]=[C:17]([O:19][CH2:20][CH2:21][O:22][CH3:23])[CH:16]=[CH:15][C:14]=2/[CH:24]=[CH:25]/[CH2:26][OH:27])=[N:4][CH:5]=[C:6]([C:8]([F:11])([F:10])[F:9])[CH:7]=1.C(N(CC)C(C)C)(C)C.[Cl:37][C:38]1[CH:43]=[CH:42][C:41]([S:44]([N:47]=[C:48]=[O:49])(=[O:46])=[O:45])=[CH:40][CH:39]=1.Cl. The catalyst is C(#N)C.C(OCC)(=O)C. The product is [OH2:12].[OH2:45].[Cl:37][C:38]1[CH:39]=[CH:40][C:41]([S:44]([NH:47][C:48](=[O:49])[O:27][CH2:26]/[CH:25]=[CH:24]/[C:14]2[CH:15]=[CH:16][C:17]([O:19][CH2:20][CH2:21][O:22][CH3:23])=[CH:18][C:13]=2[O:12][C:3]2[C:2]([Cl:1])=[CH:7][C:6]([C:8]([F:9])([F:11])[F:10])=[CH:5][N:4]=2)(=[O:45])=[O:46])=[CH:42][CH:43]=1. The yield is 0.520. (2) The reactants are [Cl:1][C:2]1[CH:3]=[C:4]2[C:8](=[CH:9][CH:10]=1)[NH:7][CH:6]=[C:5]2[CH2:11][CH2:12][NH:13][C:14](=[O:22])[C:15]1[CH:20]=[CH:19][C:18](I)=[CH:17][CH:16]=1.[F:23][C:24]1[CH:29]=[CH:28][CH:27]=[CH:26][C:25]=1B(O)O.C(=O)([O-])[O-].[Na+].[Na+]. The catalyst is C(COC)OC.O.C1C=CC([P]([Pd]([P](C2C=CC=CC=2)(C2C=CC=CC=2)C2C=CC=CC=2)([P](C2C=CC=CC=2)(C2C=CC=CC=2)C2C=CC=CC=2)[P](C2C=CC=CC=2)(C2C=CC=CC=2)C2C=CC=CC=2)(C2C=CC=CC=2)C2C=CC=CC=2)=CC=1. The product is [Cl:1][C:2]1[CH:3]=[C:4]2[C:8](=[CH:9][CH:10]=1)[NH:7][CH:6]=[C:5]2[CH2:11][CH2:12][NH:13][C:14]([C:15]1[CH:20]=[CH:19][C:18]([C:25]2[CH:26]=[CH:27][CH:28]=[CH:29][C:24]=2[F:23])=[CH:17][CH:16]=1)=[O:22]. The yield is 0.690. (3) The catalyst is C(Cl)Cl.O. The yield is 1.00. The reactants are Cl.[CH2:2]([O:9][C:10](=[O:13])[CH2:11][NH2:12])[C:3]1[CH:8]=[CH:7][CH:6]=[CH:5][CH:4]=1.C([O-])([O-])=O.[K+].[K+].[Cl:20][CH2:21][C:22](Cl)=[O:23]. The product is [CH2:2]([O:9][C:10](=[O:13])[CH2:11][NH:12][C:22](=[O:23])[CH2:21][Cl:20])[C:3]1[CH:8]=[CH:7][CH:6]=[CH:5][CH:4]=1. (4) The reactants are [B-].[Na+].[Cl:3][C:4]1[CH:5]=[C:6]([C:10]2[C:19]3[C:14](=[CH:15][CH:16]=[C:17]([C:20]([C:28]4[CH:33]=[CH:32][C:31]([F:34])=[CH:30][CH:29]=4)([C:22]4[N:26]([CH3:27])[CH:25]=[N:24][CH:23]=4)[OH:21])[CH:18]=3)[N:13]3[N:35]=[N:36][N:37]=[C:12]3[N:11]=2)[CH:7]=[CH:8][CH:9]=1.C(Cl)Cl. The catalyst is CO. The product is [Cl:3][C:4]1[CH:5]=[C:6]([CH:10]2[C:19]3[C:14](=[CH:15][CH:16]=[C:17]([C:20]([C:28]4[CH:33]=[CH:32][C:31]([F:34])=[CH:30][CH:29]=4)([C:22]4[N:26]([CH3:27])[CH:25]=[N:24][CH:23]=4)[OH:21])[CH:18]=3)[N:13]3[N:35]=[N:36][N:37]=[C:12]3[NH:11]2)[CH:7]=[CH:8][CH:9]=1. The yield is 0.210. (5) The reactants are [CH3:1][N:2]([CH:4]=O)[CH3:3].[CH3:6][O:7][N:8]([CH3:35])[C:9]([C:11]1[S:12][C:13]([C:17]2[CH:18]=[C:19]([C:25]3[CH:30]=[CH:29][C:28]([S:31](=[O:34])(=[O:33])[NH2:32])=[CH:27][CH:26]=3)[C:20]([O:23][CH3:24])=[CH:21][CH:22]=2)=[C:14]([CH3:16])[N:15]=1)=[O:10]. The catalyst is C(OCC)(=O)C. The product is [CH3:1][N:2]([CH:4]=[N:32][S:31]([C:28]1[CH:29]=[CH:30][C:25]([C:19]2[C:20]([O:23][CH3:24])=[CH:21][CH:22]=[C:17]([C:13]3[S:12][C:11]([C:9]([N:8]([O:7][CH3:6])[CH3:35])=[O:10])=[N:15][C:14]=3[CH3:16])[CH:18]=2)=[CH:26][CH:27]=1)(=[O:34])=[O:33])[CH3:3]. The yield is 0.763. (6) The reactants are [CH3:1][CH:2]([N:4]1[C:12]2[C:7](=[C:8]([C:32]([NH:34][CH2:35][C:36]3[C:37](=[O:46])[NH:38][C:39]([CH3:45])=[CH:40][C:41]=3[CH2:42][CH2:43][CH3:44])=[O:33])[CH:9]=[C:10]([C:13]3[CH:14]=[CH:15][C:16]([N:19]4[CH2:24][CH2:23][N:22](C(OC(C)(C)C)=O)[CH2:21][CH2:20]4)=[N:17][CH:18]=3)[CH:11]=2)[CH:6]=[CH:5]1)[CH3:3].C(O)(C(F)(F)F)=O. The catalyst is ClCCl. The product is [CH:2]([N:4]1[C:12]2[CH:11]=[C:10]([C:13]3[CH:18]=[N:17][C:16]([N:19]4[CH2:20][CH2:21][NH:22][CH2:23][CH2:24]4)=[CH:15][CH:14]=3)[CH:9]=[C:8]([C:32]([NH:34][CH2:35][C:36]3[C:37](=[O:46])[NH:38][C:39]([CH3:45])=[CH:40][C:41]=3[CH2:42][CH2:43][CH3:44])=[O:33])[C:7]=2[CH:6]=[CH:5]1)([CH3:1])[CH3:3]. The yield is 0.840.